Dataset: Forward reaction prediction with 1.9M reactions from USPTO patents (1976-2016). Task: Predict the product of the given reaction. (1) Given the reactants N1C=CC=CC=1C(O)=O.P([O-])([O-])([O-])=O.[K+].[K+].[K+].[Cl:18][C:19]1[CH:24]=[CH:23][CH:22]=[C:21](I)[CH:20]=1.[O:26]=[S:27]1(=[O:46])[CH2:32][CH2:31][N:30]2[CH:33]3[CH2:38][CH2:37][C:36]([C:39]4[CH:44]=[CH:43][C:42]([OH:45])=[CH:41][CH:40]=4)([C:29]2=[N:28]1)[CH2:35][CH2:34]3, predict the reaction product. The product is: [Cl:18][C:19]1[CH:20]=[C:21]([CH:22]=[CH:23][CH:24]=1)[O:45][C:42]1[CH:43]=[CH:44][C:39]([C:36]23[CH2:37][CH2:38][CH:33]([N:30]4[CH2:31][CH2:32][S:27](=[O:46])(=[O:26])[N:28]=[C:29]42)[CH2:34][CH2:35]3)=[CH:40][CH:41]=1. (2) Given the reactants [CH2:1]([O:5][C:6]1[CH:12]=[CH:11][C:9]([NH2:10])=[CH:8][CH:7]=1)[CH2:2][CH2:3][CH3:4].[S-:13][C:14]#[N:15].[K+].BrBr.O, predict the reaction product. The product is: [NH2:15][C:14]1[S:13][C:8]2[CH:7]=[C:6]([O:5][CH2:1][CH2:2][CH2:3][CH3:4])[CH:12]=[CH:11][C:9]=2[N:10]=1. (3) Given the reactants [Br:1][C:2]1[C:7]2=[N:8]S[N:10]=[C:6]2[CH:5]=[CH:4][CH:3]=1.[BH4-].[Na+], predict the reaction product. The product is: [Br:1][C:2]1[CH:3]=[CH:4][CH:5]=[C:6]([NH2:10])[C:7]=1[NH2:8]. (4) Given the reactants [CH3:1][C:2]1([CH3:21])[C:6]([CH3:8])([CH3:7])[O:5][B:4]([C:9]2[CH:14]=[CH:13][C:12]([NH:15][S:16]([CH:19]=[CH2:20])(=[O:18])=[O:17])=[CH:11][CH:10]=2)[O:3]1.[CH2:22]([NH:24][CH2:25][CH3:26])[CH3:23].C(OCC)(=O)C.ClCCl, predict the reaction product. The product is: [CH3:8][C:6]1([CH3:7])[C:2]([CH3:21])([CH3:1])[O:3][B:4]([C:9]2[CH:10]=[CH:11][C:12]([NH:15][S:16]([CH2:19][CH2:20][N:24]([CH2:25][CH3:26])[CH2:22][CH3:23])(=[O:18])=[O:17])=[CH:13][CH:14]=2)[O:5]1. (5) The product is: [Br:1][C:2]1[C:12]2[C:13]3[C:5]([CH2:6][CH:7]([O:14][Si:16]([C:29]([CH3:32])([CH3:31])[CH3:30])([C:23]4[CH:24]=[CH:25][CH:26]=[CH:27][CH:28]=4)[C:17]4[CH:22]=[CH:21][CH:20]=[CH:19][CH:18]=4)[C:8]=3[CH:9]=[CH:10][CH:11]=2)=[CH:4][CH:3]=1. Given the reactants [Br:1][C:2]1[C:12]2[C:13]3[C:5]([CH2:6][CH:7]([OH:14])[C:8]=3[CH:9]=[CH:10][CH:11]=2)=[CH:4][CH:3]=1.Cl[Si:16]([C:29]([CH3:32])([CH3:31])[CH3:30])([C:23]1[CH:28]=[CH:27][CH:26]=[CH:25][CH:24]=1)[C:17]1[CH:22]=[CH:21][CH:20]=[CH:19][CH:18]=1.N1C=CN=C1, predict the reaction product. (6) The product is: [F:17]/[C:18](/[C:31]1[CH:35]=[C:34]([CH3:36])[N:33]([CH:37]2[CH2:42][CH2:41][CH2:40][CH2:39][O:38]2)[N:32]=1)=[CH:12]\[C:11]1[CH:14]=[CH:15][C:8]([N:6]2[CH2:7][CH:2]([CH3:1])[O:3][CH:4]([CH3:16])[CH2:5]2)=[N:9][CH:10]=1. Given the reactants [CH3:1][CH:2]1[CH2:7][N:6]([C:8]2[CH:15]=[CH:14][C:11]([CH:12]=O)=[CH:10][N:9]=2)[CH2:5][CH:4]([CH3:16])[O:3]1.[F:17][CH:18]([C:31]1[CH:35]=[C:34]([CH3:36])[N:33]([CH:37]2[CH2:42][CH2:41][CH2:40][CH2:39][O:38]2)[N:32]=1)S(C1SC2C=CC=CC=2N=1)(=O)=O.C[Si](C)(C)[N-][Si](C)(C)C.[Li+].[Cl-].[NH4+], predict the reaction product. (7) Given the reactants [OH:1][C:2]1[C:3](=[O:36])[N:4]([C:29]2[N:30]=[N:31][C:32]([CH3:35])=[CH:33][CH:34]=2)[CH:5]([C:18]2[CH:23]=[CH:22][C:21]([O:24][C:25]([F:28])([F:27])[F:26])=[CH:20][CH:19]=2)[C:6]=1[C:7](=[O:17])[C:8]1[CH:13]=[CH:12][C:11]([CH:14]([CH3:16])[CH3:15])=[CH:10][CH:9]=1.[C:37]([O:47][CH3:48])(=[O:46])[C@H:38]([C:40]1[CH:45]=[CH:44][CH:43]=[CH:42][CH:41]=1)O, predict the reaction product. The product is: [CH3:48][O:47][C:37](=[O:46])[C@H:38]([O:1][C:2]1[C:3](=[O:36])[N:4]([C:29]2[N:30]=[N:31][C:32]([CH3:35])=[CH:33][CH:34]=2)[C@@H:5]([C:18]2[CH:23]=[CH:22][C:21]([O:24][C:25]([F:27])([F:28])[F:26])=[CH:20][CH:19]=2)[C:6]=1[C:7](=[O:17])[C:8]1[CH:13]=[CH:12][C:11]([CH:14]([CH3:16])[CH3:15])=[CH:10][CH:9]=1)[C:40]1[CH:41]=[CH:42][CH:43]=[CH:44][CH:45]=1. (8) Given the reactants C([O:8][C:9]1[C:14]([C:15]2[CH:20]=[CH:19][C:18]([O:21][CH3:22])=[CH:17][CH:16]=2)=[CH:13][C:12]([Cl:23])=[CH:11][N:10]=1)C1C=CC=CC=1, predict the reaction product. The product is: [Cl:23][C:12]1[CH:13]=[C:14]([C:15]2[CH:16]=[CH:17][C:18]([O:21][CH3:22])=[CH:19][CH:20]=2)[C:9]([OH:8])=[N:10][CH:11]=1.